This data is from Forward reaction prediction with 1.9M reactions from USPTO patents (1976-2016). The task is: Predict the product of the given reaction. (1) Given the reactants [CH2:1]([NH2:9])[CH2:2][C:3]1[CH:8]=[CH:7][CH:6]=[CH:5][CH:4]=1.[C:10]([O:14][C:15]([NH:17][CH2:18][CH2:19][CH2:20][CH2:21][CH2:22][C:23](O)=[O:24])=[O:16])([CH3:13])([CH3:12])[CH3:11].ON1C2C=CC=CC=2N=N1.Cl.CN(C)CCCN=C=NCC, predict the reaction product. The product is: [C:10]([O:14][C:15](=[O:16])[NH:17][CH2:18][CH2:19][CH2:20][CH2:21][CH2:22][C:23](=[O:24])[NH:9][CH2:1][CH2:2][C:3]1[CH:8]=[CH:7][CH:6]=[CH:5][CH:4]=1)([CH3:13])([CH3:11])[CH3:12]. (2) Given the reactants [Br:1][C:2]1[C:7]([C:8]([O:10][C:11]([CH3:14])([CH3:13])[CH3:12])=[O:9])=[CH:6][C:5](Cl)=[N:4][CH:3]=1.O.[NH2:17][NH2:18].C(N(CC)CC)C, predict the reaction product. The product is: [Br:1][C:2]1[C:7]([C:8]([O:10][C:11]([CH3:14])([CH3:13])[CH3:12])=[O:9])=[CH:6][C:5]([NH:17][NH2:18])=[N:4][CH:3]=1. (3) Given the reactants [NH2:1][CH2:2][C@H:3]1[N:8]([C:9]([C:11]2[N:12]=[C:13]([CH3:23])[S:14][C:15]=2[C:16]2[CH:21]=[CH:20][CH:19]=[C:18]([Cl:22])[CH:17]=2)=[O:10])[CH2:7][C@H:6]2[C@@H:4]1[CH2:5]2.[NH:24]1[C:32]2[C:27](=[CH:28][CH:29]=[CH:30][CH:31]=2)[C:26]([C:33](O)=[O:34])=[CH:25]1, predict the reaction product. The product is: [Cl:22][C:18]1[CH:17]=[C:16]([C:15]2[S:14][C:13]([CH3:23])=[N:12][C:11]=2[C:9]([N:8]2[CH2:7][C@H:6]3[C@H:4]([CH2:5]3)[C@H:3]2[CH2:2][NH:1][C:33]([C:26]2[C:27]3[C:32](=[CH:31][CH:30]=[CH:29][CH:28]=3)[NH:24][CH:25]=2)=[O:34])=[O:10])[CH:21]=[CH:20][CH:19]=1. (4) Given the reactants [Cl:1][CH2:2][C:3]1[CH:8]=[CH:7][C:6]([C:9]2[CH:14]=[C:13]([O:15][CH3:16])[CH:12]=[CH:11][C:10]=2F)=[C:5]([C@H]2CCCC2(C)C)[CH:4]=1.ClCC1C=CC(C2C=[C:37]([O:39]C)[CH:36]=[CH:35][C:34]=2F)=C([C@@H]2CCCC2(C)C)C=1.S(Cl)(Cl)=O.C(Cl)Cl.CN(C=O)C, predict the reaction product. The product is: [CH2:37]([O:39][C:5]1[CH:4]=[C:3]([CH2:2][Cl:1])[CH:8]=[CH:7][C:6]=1[C:9]1[CH:10]=[CH:11][CH:12]=[C:13]([O:15][CH3:16])[CH:14]=1)[CH2:36][CH2:35][CH3:34]. (5) Given the reactants Cl[CH2:2][CH2:3][C:4]1[C:9]([CH3:10])=[CH:8][C:7]([NH:11][C:12](=[O:14])[CH3:13])=[C:6]([CH3:15])[CH:5]=1.Cl.[N:17]1([C:23]2[C:31]3[C:26](=[CH:27][CH:28]=[CH:29][CH:30]=3)[NH:25][N:24]=2)[CH2:22][CH2:21][NH:20][CH2:19][CH2:18]1, predict the reaction product. The product is: [NH:25]1[C:26]2[C:31](=[CH:30][CH:29]=[CH:28][CH:27]=2)[C:23]([N:17]2[CH2:18][CH2:19][N:20]([CH2:2][CH2:3][C:4]3[C:9]([CH3:10])=[CH:8][C:7]([NH:11][C:12](=[O:14])[CH3:13])=[C:6]([CH3:15])[CH:5]=3)[CH2:21][CH2:22]2)=[N:24]1. (6) Given the reactants [Br-:1].[NH2:2][CH2:3][CH2:4][CH2:5][CH2:6][CH2:7][N+:8]([CH2:11][CH2:12][NH:13][C:14]([C:16]1[C:21]([NH2:22])=[N:20][C:19]([NH2:23])=[C:18]([Cl:24])[N:17]=1)=[O:15])([CH3:10])[CH3:9].[CH2:25]([O:32][C:33]1[CH:38]=[CH:37][C:36]([CH2:39][C:40](O)=[O:41])=[CH:35][CH:34]=1)[C:26]1[CH:31]=[CH:30][CH:29]=[CH:28][CH:27]=1.CN1CCOCC1.C1CCC(N=C=NC2CCCCC2)CC1.C1C=CC2N(O)N=NC=2C=1, predict the reaction product. The product is: [Br-:1].[CH2:25]([O:32][C:33]1[CH:34]=[CH:35][C:36]([CH2:39][C:40]([NH:2][CH2:3][CH2:4][CH2:5][CH2:6][CH2:7][N+:8]([CH2:11][CH2:12][NH:13][C:14]([C:16]2[C:21]([NH2:22])=[N:20][C:19]([NH2:23])=[C:18]([Cl:24])[N:17]=2)=[O:15])([CH3:9])[CH3:10])=[O:41])=[CH:37][CH:38]=1)[C:26]1[CH:27]=[CH:28][CH:29]=[CH:30][CH:31]=1. (7) Given the reactants O[C:2]1[CH:10]=[CH:9][CH:8]=[C:7]2[C:3]=1[CH2:4][CH2:5][C:6]2=[O:11].N1C=CN=C1.C([Si](C)(C)Cl)(C)(C)C.O, predict the reaction product. The product is: [CH2:4]1[C:3]2[C:7](=[CH:8][CH:9]=[CH:10][CH:2]=2)[C:6](=[O:11])[CH2:5]1.